This data is from Forward reaction prediction with 1.9M reactions from USPTO patents (1976-2016). The task is: Predict the product of the given reaction. (1) Given the reactants [CH2:1]([NH:3][CH2:4][CH3:5])[CH3:2].C(=O)([O-])[O-].[K+].[K+].[F:12][C:13]([F:24])([F:23])[CH2:14]OS(C(F)(F)F)(=O)=O, predict the reaction product. The product is: [CH2:1]([N:3]([CH2:4][CH3:5])[CH2:14][C:13]([F:24])([F:23])[F:12])[CH3:2]. (2) Given the reactants [CH3:1][C:2]1[CH:7]=[CH:6][C:5]([S:8]([O:11][CH2:12][CH:13]2[CH2:17][C:16]3[CH:18]=[CH:19][CH:20]=[C:21](Br)[C:15]=3[O:14]2)(=[O:10])=[O:9])=[CH:4][CH:3]=1.[CH3:23][C:24]1[CH:29]=[CH:28][CH:27]=[CH:26][C:25]=1B(O)O.C(=O)([O-])[O-].[K+].[K+].CC1C=CC(S(OCC2CC3C(C4C=CC=CC=4)=CC=CC=3O2)(=O)=O)=CC=1, predict the reaction product. The product is: [CH3:1][C:2]1[CH:7]=[CH:6][C:5]([S:8]([O:11][CH2:12][CH:13]2[CH2:17][C:16]3[CH:18]=[CH:19][CH:20]=[C:21]([C:25]4[CH:26]=[CH:27][CH:28]=[CH:29][C:24]=4[CH3:23])[C:15]=3[O:14]2)(=[O:10])=[O:9])=[CH:4][CH:3]=1.